Dataset: HIV replication inhibition screening data with 41,000+ compounds from the AIDS Antiviral Screen. Task: Binary Classification. Given a drug SMILES string, predict its activity (active/inactive) in a high-throughput screening assay against a specified biological target. (1) The compound is O=C(O)c1cc2c3nn(-c4ccccc4)c(=O)c-3c[nH]c2s1. The result is 0 (inactive). (2) The compound is CCCCCCCCCC=C(c1cc(Cl)c(OC)c(C(=O)OC)c1)c1cc(Cl)c(OC)c(C(=O)OC)c1. The result is 0 (inactive).